Dataset: TCR-epitope binding with 47,182 pairs between 192 epitopes and 23,139 TCRs. Task: Binary Classification. Given a T-cell receptor sequence (or CDR3 region) and an epitope sequence, predict whether binding occurs between them. (1) The epitope is DPFRLLQNSQVFS. The TCR CDR3 sequence is CASRIKFANTGELFF. Result: 1 (the TCR binds to the epitope). (2) The epitope is GTHWFVTQR. The TCR CDR3 sequence is CASSLSALAADTQYF. Result: 0 (the TCR does not bind to the epitope). (3) The epitope is FPPTSFGPL. The TCR CDR3 sequence is CASASRDIPNEQFF. Result: 0 (the TCR does not bind to the epitope).